The task is: Predict the reactants needed to synthesize the given product.. This data is from Full USPTO retrosynthesis dataset with 1.9M reactions from patents (1976-2016). The reactants are: Br[C:2]1[CH:14]=[CH:13][C:5]([C:6]([O:8][C:9]([CH3:12])([CH3:11])[CH3:10])=[O:7])=[C:4]([NH:15][C:16]2[CH:21]=[CH:20][C:19]([F:22])=[CH:18][CH:17]=2)[CH:3]=1.C([O-])(=O)C.[K+].[CH:28]1[CH2:32][CH2:31][CH2:30][CH:29]=1.C(O)(=O)CC(CC(O)=O)(C(O)=O)O. Given the product [CH:32]1([C:2]2[CH:14]=[CH:13][C:5]([C:6]([O:8][C:9]([CH3:12])([CH3:11])[CH3:10])=[O:7])=[C:4]([NH:15][C:16]3[CH:21]=[CH:20][C:19]([F:22])=[CH:18][CH:17]=3)[CH:3]=2)[CH2:31][CH2:30][CH:29]=[CH:28]1, predict the reactants needed to synthesize it.